This data is from CYP3A4 inhibition data for predicting drug metabolism from PubChem BioAssay. The task is: Regression/Classification. Given a drug SMILES string, predict its absorption, distribution, metabolism, or excretion properties. Task type varies by dataset: regression for continuous measurements (e.g., permeability, clearance, half-life) or binary classification for categorical outcomes (e.g., BBB penetration, CYP inhibition). Dataset: cyp3a4_veith. The molecule is Cc1ccc(C)c(S(=O)(=O)NC(CC(C)C)C(=O)O)c1. The result is 0 (non-inhibitor).